This data is from Kir2.1 potassium channel HTS with 301,493 compounds. The task is: Binary Classification. Given a drug SMILES string, predict its activity (active/inactive) in a high-throughput screening assay against a specified biological target. The molecule is O(n1c2c([n+]([O-])c(c1=O)c1ccccc1)cccc2)CC=C. The result is 0 (inactive).